From a dataset of Full USPTO retrosynthesis dataset with 1.9M reactions from patents (1976-2016). Predict the reactants needed to synthesize the given product. (1) Given the product [CH3:1][NH:2][N:3]=[CH:13][C:12]([C:6]1[CH:7]=[CH:8][C:9]([F:11])=[CH:10][C:5]=1[F:4])=[O:15], predict the reactants needed to synthesize it. The reactants are: [CH3:1][NH:2][NH2:3].[F:4][C:5]1[CH:10]=[C:9]([F:11])[CH:8]=[CH:7][C:6]=1[C:12](=[O:15])[CH:13]=O.O.CC(O)=O. (2) Given the product [CH3:36][O:35][C:32]1[CH:31]=[CH:30][C:29]([S:26]([N:17]2[C:18]3[CH:23]=[CH:22][C:21]([C:24]#[N:25])=[CH:20][C:19]=3[N:15]([CH:8]([C:9]3[CH:10]=[CH:11][CH:12]=[CH:13][CH:14]=3)[C:7]([N:4]3[CH2:5][CH2:6][C@H:2]([NH:1][CH:43]4[CH2:44][CH2:45][N:40]([CH3:39])[CH2:41][CH2:42]4)[CH2:3]3)=[O:38])[C:16]2=[O:37])(=[O:27])=[O:28])=[CH:34][CH:33]=1, predict the reactants needed to synthesize it. The reactants are: [NH2:1][C@H:2]1[CH2:6][CH2:5][N:4]([C:7](=[O:38])[CH:8]([N:15]2[C:19]3[CH:20]=[C:21]([C:24]#[N:25])[CH:22]=[CH:23][C:18]=3[N:17]([S:26]([C:29]3[CH:34]=[CH:33][C:32]([O:35][CH3:36])=[CH:31][CH:30]=3)(=[O:28])=[O:27])[C:16]2=[O:37])[C:9]2[CH:14]=[CH:13][CH:12]=[CH:11][CH:10]=2)[CH2:3]1.[CH3:39][N:40]1[CH2:45][CH2:44][C:43](=O)[CH2:42][CH2:41]1. (3) The reactants are: [CH3:1][O:2][C:3]([C:5]1[N:6]([NH:11][CH2:12][C:13]2[CH:18]=[CH:17][CH:16]=[CH:15][N:14]=2)[CH:7]=[C:8]([Cl:10])[CH:9]=1)=[O:4].[CH3:19][O:20][C:21](=[O:26])[CH2:22][C:23](Cl)=[O:24]. Given the product [CH3:1][O:2][C:3]([C:5]1[N:6]([N:11]([C:23](=[O:24])[CH2:22][C:21]([O:20][CH3:19])=[O:26])[CH2:12][C:13]2[CH:18]=[CH:17][CH:16]=[CH:15][N:14]=2)[CH:7]=[C:8]([Cl:10])[CH:9]=1)=[O:4], predict the reactants needed to synthesize it. (4) Given the product [C:16](=[O:27])([O:17][C:18]1[CH:19]=[CH:20][C:21]([N+:24]([O-:26])=[O:25])=[CH:22][CH:23]=1)[O:1][CH:2]1[CH2:6][CH2:5][N:4]([C:7]2[CH:12]=[N:11][C:10]([C:13](=[O:14])[NH2:15])=[CH:9][CH:8]=2)[CH2:3]1, predict the reactants needed to synthesize it. The reactants are: [OH:1][CH:2]1[CH2:6][CH2:5][N:4]([C:7]2[CH:8]=[CH:9][C:10]([C:13]([NH2:15])=[O:14])=[N:11][CH:12]=2)[CH2:3]1.[C:16](Cl)(=[O:27])[O:17][C:18]1[CH:23]=[CH:22][C:21]([N+:24]([O-:26])=[O:25])=[CH:20][CH:19]=1.CCN(C(C)C)C(C)C. (5) Given the product [C:24]1([C:30]([C:38]2[CH:43]=[CH:42][CH:41]=[CH:40][CH:39]=2)([C:32]2[CH:37]=[CH:36][CH:35]=[CH:34][CH:33]=2)[C:20]2[CH:21]=[CH:22][C:23]3[N:11]([C:8]4[CH:9]=[CH:10][C:5]([C:1]([CH3:4])([CH3:2])[CH3:3])=[CH:6][CH:7]=4)[C:12]4[C:17]([C:18]=3[CH:19]=2)=[CH:16][C:15]([C:30]([C:24]2[CH:29]=[CH:28][CH:27]=[CH:26][CH:25]=2)([C:38]2[CH:39]=[CH:40][CH:41]=[CH:42][CH:43]=2)[C:32]2[CH:33]=[CH:34][CH:35]=[CH:36][CH:37]=2)=[CH:14][CH:13]=4)[CH:29]=[CH:28][CH:27]=[CH:26][CH:25]=1, predict the reactants needed to synthesize it. The reactants are: [C:1]([C:5]1[CH:10]=[CH:9][C:8]([N:11]2[C:23]3[CH:22]=[CH:21][CH:20]=[CH:19][C:18]=3[C:17]3[C:12]2=[CH:13][CH:14]=[CH:15][CH:16]=3)=[CH:7][CH:6]=1)([CH3:4])([CH3:3])[CH3:2].[C:24]1([C:30]([C:38]2[CH:43]=[CH:42][CH:41]=[CH:40][CH:39]=2)([C:32]2[CH:37]=[CH:36][CH:35]=[CH:34][CH:33]=2)O)[CH:29]=[CH:28][CH:27]=[CH:26][CH:25]=1.CS(O)(=O)=O.O=P12OP3(OP(OP(O3)(O1)=O)(=O)O2)=O. (6) Given the product [Br:1][C:2]1[CH:7]=[CH:6][C:5]([CH2:8][O:9][CH3:14])=[C:4]([CH2:10][CH3:11])[CH:3]=1, predict the reactants needed to synthesize it. The reactants are: [Br:1][C:2]1[CH:7]=[CH:6][C:5]([CH2:8][OH:9])=[C:4]([CH2:10][CH3:11])[CH:3]=1.[H-].[Na+].[CH3:14]I. (7) Given the product [N:1]1[N:2]([C:10]2[CH:11]=[C:12]([CH2:21][CH2:22][C:23]([N:32]([CH2:31][C:29]([O:28][CH2:27][CH3:26])=[O:30])[CH2:33][C:34]([O:36][CH2:37][CH3:38])=[O:35])=[O:24])[CH:13]=[C:14]([C:17]([CH3:18])([CH3:20])[CH3:19])[C:15]=2[OH:16])[N:3]=[C:4]2[CH:9]=[CH:8][CH:7]=[CH:6][C:5]=12, predict the reactants needed to synthesize it. The reactants are: [N:1]1[N:2]([C:10]2[CH:11]=[C:12]([CH2:21][CH2:22][C:23](O)=[O:24])[CH:13]=[C:14]([C:17]([CH3:20])([CH3:19])[CH3:18])[C:15]=2[OH:16])[N:3]=[C:4]2[CH:9]=[CH:8][CH:7]=[CH:6][C:5]=12.[CH3:26][CH2:27][O:28][C:29]([CH2:31][NH:32][CH2:33][C:34]([O:36][CH2:37][CH3:38])=[O:35])=[O:30].Cl.CN(C)CCCN=C=NCC.O.OC1C2N=NNC=2C=CC=1.C(N(C(C)C)CC)(C)C.